This data is from Catalyst prediction with 721,799 reactions and 888 catalyst types from USPTO. The task is: Predict which catalyst facilitates the given reaction. (1) Reactant: [CH2:1]([O:8][C:9]1[CH:14]=[CH:13][N:12]([CH2:15][CH2:16][C:17]2[CH:26]=[C:25]3[C:20]([CH2:21][CH2:22][NH:23][CH2:24]3)=[CH:19][CH:18]=2)[C:11](=[O:27])[CH:10]=1)[C:2]1[CH:7]=[CH:6][CH:5]=[CH:4][CH:3]=1.C=O.[C:30](O[BH-](OC(=O)C)OC(=O)C)(=O)C.[Na+].C([O-])([O-])=O.[Na+].[Na+]. Product: [CH2:1]([O:8][C:9]1[CH:14]=[CH:13][N:12]([CH2:15][CH2:16][C:17]2[CH:26]=[C:25]3[C:20]([CH2:21][CH2:22][N:23]([CH3:30])[CH2:24]3)=[CH:19][CH:18]=2)[C:11](=[O:27])[CH:10]=1)[C:2]1[CH:3]=[CH:4][CH:5]=[CH:6][CH:7]=1. The catalyst class is: 559. (2) Reactant: [O:1]=[C:2]1[CH2:10][C:9]2[C:4](=[CH:5][C:6]([CH2:11][C:12]([OH:14])=O)=[CH:7][CH:8]=2)[NH:3]1.C1C=CC2N(O)N=NC=2C=1.CCN=C=NCCCN(C)C.[CH2:36]([N:38]([CH2:59][CH3:60])[C:39](=[O:58])[CH2:40][O:41][C:42]1[CH:47]=[CH:46][CH:45]=[C:44]([C@H:48]([NH:56][CH3:57])[CH2:49][N:50]2[CH2:54][CH2:53][C@H:52]([OH:55])[CH2:51]2)[CH:43]=1)[CH3:37]. Product: [CH2:59]([N:38]([CH2:36][CH3:37])[C:39](=[O:58])[CH2:40][O:41][C:42]1[CH:43]=[C:44]([C@H:48]([N:56]([CH3:57])[C:12](=[O:14])[CH2:11][C:6]2[CH:5]=[C:4]3[C:9]([CH2:10][C:2](=[O:1])[NH:3]3)=[CH:8][CH:7]=2)[CH2:49][N:50]2[CH2:54][CH2:53][C@H:52]([OH:55])[CH2:51]2)[CH:45]=[CH:46][CH:47]=1)[CH3:60]. The catalyst class is: 3. (3) Reactant: [CH3:1][O:2][C:3]([C:5]1[C:6]([OH:24])=[C:7]2[C:12](=[CH:13][N:14]=1)[N:11]([CH2:15][C:16]1[CH:21]=[CH:20][CH:19]=[CH:18][CH:17]=1)[C:10](=[O:22])[C:9](Br)=[CH:8]2)=[O:4].[Br-].[CH2:26]([Zn+])[C:27]1[CH:32]=[CH:31][CH:30]=[CH:29][CH:28]=1.Cl.CCOC(C)=O. Product: [CH3:1][O:2][C:3]([C:5]1[C:6]([OH:24])=[C:7]2[C:12](=[CH:13][N:14]=1)[N:11]([CH2:15][C:16]1[CH:21]=[CH:20][CH:19]=[CH:18][CH:17]=1)[C:10](=[O:22])[C:9]([CH2:26][C:27]1[CH:32]=[CH:31][CH:30]=[CH:29][CH:28]=1)=[CH:8]2)=[O:4]. The catalyst class is: 176.